From a dataset of Catalyst prediction with 721,799 reactions and 888 catalyst types from USPTO. Predict which catalyst facilitates the given reaction. (1) Reactant: [NH2:1][C:2]1[N:7]=[CH:6][N:5]=[C:4]2[N:8]([CH:12]([C:14]3[C:24]4[O:23][CH:22]([CH3:25])[CH2:21][N:20](C(OC(C)(C)C)=O)[CH2:19][C:18]=4[C:17]([F:33])=[C:16]([Cl:34])[CH:15]=3)[CH3:13])[N:9]=[C:10]([CH3:11])[C:3]=12.O=[C:36]1[CH2:39][N:38]([C:40]([O:42][C:43]([CH3:46])([CH3:45])[CH3:44])=[O:41])[CH2:37]1.C([BH3-])#N.[Na+]. Product: [NH2:1][C:2]1[N:7]=[CH:6][N:5]=[C:4]2[N:8]([CH:12]([C:14]3[C:24]4[O:23][CH:22]([CH3:25])[CH2:21][N:20]([CH:36]5[CH2:37][N:38]([C:40]([O:42][C:43]([CH3:46])([CH3:45])[CH3:44])=[O:41])[CH2:39]5)[CH2:19][C:18]=4[C:17]([F:33])=[C:16]([Cl:34])[CH:15]=3)[CH3:13])[N:9]=[C:10]([CH3:11])[C:3]=12. The catalyst class is: 89. (2) Reactant: [CH2:1]([N:3]1[C:7]([OH:8])=[C:6]([C:9]([C:11]2[C:12](=[O:30])[N:13]([CH2:23][C:24]3[CH:29]=[CH:28][CH:27]=[CH:26][CH:25]=3)[C:14]([C:17]3[CH:22]=[CH:21][CH:20]=[CH:19][CH:18]=3)=[N:15][CH:16]=2)=[O:10])[CH:5]=[N:4]1)[CH3:2].C(N(CC)CC)C.[C:38]1([CH3:48])[CH:43]=[CH:42][C:41]([S:44](Cl)(=[O:46])=[O:45])=[CH:40][CH:39]=1.[Cl-].[NH4+]. Product: [CH2:1]([N:3]1[C:7]([O:8][S:44]([C:41]2[CH:42]=[CH:43][C:38]([CH3:48])=[CH:39][CH:40]=2)(=[O:46])=[O:45])=[C:6]([C:9]([C:11]2[C:12](=[O:30])[N:13]([CH2:23][C:24]3[CH:29]=[CH:28][CH:27]=[CH:26][CH:25]=3)[C:14]([C:17]3[CH:22]=[CH:21][CH:20]=[CH:19][CH:18]=3)=[N:15][CH:16]=2)=[O:10])[CH:5]=[N:4]1)[CH3:2]. The catalyst class is: 10. (3) Reactant: C[O:2][C:3](=[O:18])[C:4]1[C:9]([NH:10][C:11]([O:13][C:14]([CH3:17])([CH3:16])[CH3:15])=[O:12])=[CH:8][CH:7]=[N:6][CH:5]=1.[OH-].[Na+].Cl. Product: [C:14]([O:13][C:11]([NH:10][C:9]1[C:4]([C:3]([OH:18])=[O:2])=[CH:5][N:6]=[CH:7][CH:8]=1)=[O:12])([CH3:17])([CH3:15])[CH3:16]. The catalyst class is: 12.